Dataset: Retrosynthesis with 50K atom-mapped reactions and 10 reaction types from USPTO. Task: Predict the reactants needed to synthesize the given product. (1) Given the product CON(C)C(=O)c1cc(Br)cc([N+](=O)[O-])c1N, predict the reactants needed to synthesize it. The reactants are: CNOC.Nc1c(C(=O)O)cc(Br)cc1[N+](=O)[O-]. (2) Given the product COCCOc1nc(OCCOC)nc([N+]2(C)CCOCC2)n1, predict the reactants needed to synthesize it. The reactants are: CN1CCOCC1.COCCOc1nc(Cl)nc(OCCOC)n1. (3) Given the product COc1cc(OC)c(C2CN(C)C(=O)C2CO)c(OC)c1, predict the reactants needed to synthesize it. The reactants are: CCOC(=O)C1C(=O)N(C)CC1c1c(OC)cc(OC)cc1OC. (4) Given the product Cc1ccc(Cl)cc1C1CC(=O)NC(c2cc(Br)ccc2OCC(C)(C)C(=O)O)C12C(=O)Nc1cc(Cl)ccc12, predict the reactants needed to synthesize it. The reactants are: COC(=O)C(C)(C)COc1ccc(Br)cc1[C@H]1NC(=O)C[C@@H](c2cc(Cl)ccc2C)[C@]12C(=O)Nc1cc(Cl)ccc12. (5) Given the product CS(=O)(=O)CCN1C(=O)N(c2cccc(C(F)(F)F)c2)C2=C(C(=O)CCC2)C1c1ccc(C#N)cc1, predict the reactants needed to synthesize it. The reactants are: CS(=O)(=O)CCBr.N#Cc1ccc(C2NC(=O)N(c3cccc(C(F)(F)F)c3)C3=C2C(=O)CCC3)cc1. (6) Given the product CN(CCC(=O)c1cc(F)ccc1C1=NC(C)(C)CO1)C(=O)OC(C)(C)C, predict the reactants needed to synthesize it. The reactants are: CC1(C)COC(c2ccc(F)cc2Br)=N1.CON(C)C(=O)CCN(C)C(=O)OC(C)(C)C. (7) Given the product CCOC(=O)c1cnc(Cn2c(C)cc(OCc3ccc(F)cc3F)c(Br)c2=O)cn1, predict the reactants needed to synthesize it. The reactants are: CCOC(=O)c1cnc(CBr)cn1.Cc1cc(OCc2ccc(F)cc2F)c(Br)c(=O)[nH]1.